From a dataset of NCI-60 drug combinations with 297,098 pairs across 59 cell lines. Regression. Given two drug SMILES strings and cell line genomic features, predict the synergy score measuring deviation from expected non-interaction effect. (1) Drug 1: C1CCC(C1)C(CC#N)N2C=C(C=N2)C3=C4C=CNC4=NC=N3. Drug 2: C1CN(P(=O)(OC1)NCCCl)CCCl. Cell line: PC-3. Synergy scores: CSS=-1.96, Synergy_ZIP=1.01, Synergy_Bliss=0.978, Synergy_Loewe=-0.317, Synergy_HSA=-0.681. (2) Drug 1: CC(CN1CC(=O)NC(=O)C1)N2CC(=O)NC(=O)C2. Drug 2: C1=NNC2=C1C(=O)NC=N2. Cell line: DU-145. Synergy scores: CSS=12.6, Synergy_ZIP=-1.05, Synergy_Bliss=2.96, Synergy_Loewe=0.143, Synergy_HSA=4.02. (3) Cell line: HOP-62. Drug 2: CN1C2=C(C=C(C=C2)N(CCCl)CCCl)N=C1CCCC(=O)O.Cl. Drug 1: CC12CCC(CC1=CCC3C2CCC4(C3CC=C4C5=CN=CC=C5)C)O. Synergy scores: CSS=1.61, Synergy_ZIP=-0.398, Synergy_Bliss=-0.0833, Synergy_Loewe=-5.22, Synergy_HSA=-3.84. (4) Drug 1: C1=NC2=C(N=C(N=C2N1C3C(C(C(O3)CO)O)F)Cl)N. Drug 2: CCCCC(=O)OCC(=O)C1(CC(C2=C(C1)C(=C3C(=C2O)C(=O)C4=C(C3=O)C=CC=C4OC)O)OC5CC(C(C(O5)C)O)NC(=O)C(F)(F)F)O. Cell line: NCIH23. Synergy scores: CSS=36.1, Synergy_ZIP=6.07, Synergy_Bliss=6.21, Synergy_Loewe=2.46, Synergy_HSA=2.70. (5) Drug 1: CC1C(C(CC(O1)OC2CC(CC3=C2C(=C4C(=C3O)C(=O)C5=C(C4=O)C(=CC=C5)OC)O)(C(=O)C)O)N)O.Cl. Drug 2: C1CCC(C(C1)N)N.C(=O)(C(=O)[O-])[O-].[Pt+4]. Cell line: HS 578T. Synergy scores: CSS=20.0, Synergy_ZIP=-3.49, Synergy_Bliss=0.280, Synergy_Loewe=-7.84, Synergy_HSA=-0.742. (6) Drug 2: CC1=C2C(C(=O)C3(C(CC4C(C3C(C(C2(C)C)(CC1OC(=O)C(C(C5=CC=CC=C5)NC(=O)OC(C)(C)C)O)O)OC(=O)C6=CC=CC=C6)(CO4)OC(=O)C)O)C)O. Synergy scores: CSS=70.8, Synergy_ZIP=-8.40, Synergy_Bliss=-9.55, Synergy_Loewe=-29.5, Synergy_HSA=-4.13. Cell line: 786-0. Drug 1: C1=CC(=CC=C1CCCC(=O)O)N(CCCl)CCCl. (7) Drug 1: CC1CCC2CC(C(=CC=CC=CC(CC(C(=O)C(C(C(=CC(C(=O)CC(OC(=O)C3CCCCN3C(=O)C(=O)C1(O2)O)C(C)CC4CCC(C(C4)OC)O)C)C)O)OC)C)C)C)OC. Drug 2: CC=C1C(=O)NC(C(=O)OC2CC(=O)NC(C(=O)NC(CSSCCC=C2)C(=O)N1)C(C)C)C(C)C. Cell line: T-47D. Synergy scores: CSS=30.9, Synergy_ZIP=-7.39, Synergy_Bliss=-4.88, Synergy_Loewe=-6.56, Synergy_HSA=-2.93. (8) Drug 1: CN(C)N=NC1=C(NC=N1)C(=O)N. Drug 2: CC1=C(C(CCC1)(C)C)C=CC(=CC=CC(=CC(=O)O)C)C. Cell line: MDA-MB-231. Synergy scores: CSS=-8.75, Synergy_ZIP=3.71, Synergy_Bliss=-0.881, Synergy_Loewe=-7.17, Synergy_HSA=-6.61. (9) Drug 1: CC12CCC(CC1=CCC3C2CCC4(C3CC=C4C5=CN=CC=C5)C)O. Drug 2: C1=CC(=CC=C1CCC2=CNC3=C2C(=O)NC(=N3)N)C(=O)NC(CCC(=O)O)C(=O)O. Cell line: COLO 205. Synergy scores: CSS=38.4, Synergy_ZIP=1.97, Synergy_Bliss=1.03, Synergy_Loewe=-20.8, Synergy_HSA=-1.28.